This data is from Reaction yield outcomes from USPTO patents with 853,638 reactions. The task is: Predict the reaction yield, written as a fraction of the theoretical maximum amount of product (1.0 means a 100% yield; for example, 0.34 means a 34% yield). (1) The reactants are [CH3:1][N:2]1[CH2:7][CH2:6][NH:5][CH2:4][CH2:3]1.Cl[C:9]1[N:14]=[C:13]([CH3:15])[C:12]([CH:16]([CH2:21][CH2:22][CH3:23])[C:17]([O:19][CH3:20])=[O:18])=[C:11]([C:24]2[CH:29]=[CH:28][C:27]([CH3:30])=[CH:26][CH:25]=2)[N:10]=1. The catalyst is O1CCCC1. The product is [CH3:15][C:13]1[C:12]([CH:16]([CH2:21][CH2:22][CH3:23])[C:17]([O:19][CH3:20])=[O:18])=[C:11]([C:24]2[CH:29]=[CH:28][C:27]([CH3:30])=[CH:26][CH:25]=2)[N:10]=[C:9]([N:5]2[CH2:6][CH2:7][N:2]([CH3:1])[CH2:3][CH2:4]2)[N:14]=1. The yield is 0.740. (2) The reactants are [O:1]([CH2:8][C:9]1[CH:18]=[C:12]2[C:13](=[O:17])[NH:14][CH2:15][CH2:16][N:11]2[N:10]=1)[C:2]1[CH:7]=[CH:6][CH:5]=[CH:4][CH:3]=1.C(=O)([O-])[O-].[Cs+].[Cs+].C1(P(C2CCCCC2)C2C=CC=CC=2C2C(C(C)C)=CC(C(C)C)=CC=2C(C)C)CCCCC1.Cl[C:60]1[N:65]=[C:64]([O:66][CH3:67])[C:63]([F:68])=[CH:62][N:61]=1. The catalyst is C([O-])(=O)C.[Pd+2].C([O-])(=O)C. The product is [F:68][C:63]1[C:64]([O:66][CH3:67])=[N:65][C:60]([N:14]2[CH2:15][CH2:16][N:11]3[N:10]=[C:9]([CH2:8][O:1][C:2]4[CH:3]=[CH:4][CH:5]=[CH:6][CH:7]=4)[CH:18]=[C:12]3[C:13]2=[O:17])=[N:61][CH:62]=1. The yield is 0.330.